Dataset: Forward reaction prediction with 1.9M reactions from USPTO patents (1976-2016). Task: Predict the product of the given reaction. (1) Given the reactants [OH:1][C@@H:2]1[CH2:6][O:5][C@@H:4]2[C@H:7]([O:10][C:11]3[N:12](COCC[Si](C)(C)C)[C:13]4[C:14]([N:28]=3)=[N:15][C:16]([C:20]3[CH:27]=[CH:26][C:23]([C:24]#[N:25])=[CH:22][CH:21]=3)=[C:17]([Cl:19])[CH:18]=4)[CH2:8][O:9][C@H:3]12.C(O)=O.OS([O-])(=O)=O.[K+].[OH-].[Na+].Cl, predict the reaction product. The product is: [OH:1][C@@H:2]1[CH2:6][O:5][C@@H:4]2[C@H:7]([O:10][C:11]3[NH:12][C:13]4[C:14]([N:28]=3)=[N:15][C:16]([C:20]3[CH:27]=[CH:26][C:23]([C:24]#[N:25])=[CH:22][CH:21]=3)=[C:17]([Cl:19])[CH:18]=4)[CH2:8][O:9][C@H:3]12. (2) Given the reactants [Br:1][C:2]1[C:3]([O:12][CH3:13])=[C:4]([O:10][CH3:11])[CH:5]=[C:6]([CH:9]=1)[CH:7]=O.C1(P(=[CH:33][CH:34]=[O:35])(C2C=CC=CC=2)C2C=CC=CC=2)C=CC=CC=1, predict the reaction product. The product is: [Br:1][C:2]1[CH:9]=[C:6]([CH:7]=[CH:33][CH:34]=[O:35])[CH:5]=[C:4]([O:10][CH3:11])[C:3]=1[O:12][CH3:13]. (3) Given the reactants [NH3:1].[NH2:2][C:3]1[C:4]2[C:30]([CH3:36])([C:31]([O:33]CC)=O)[C:29](=[O:37])[NH:28][C:5]=2[N:6]=[C:7]([C:9]2[C:17]3[C:12](=[CH:13][C:14]([Cl:18])=[CH:15][CH:16]=3)[N:11]([CH2:19][CH2:20][C:21]([F:27])([F:26])[C:22]([F:25])([F:24])[F:23])[N:10]=2)[N:8]=1, predict the reaction product. The product is: [NH2:2][C:3]1[C:4]2[C:30]([CH3:36])([C:31]([NH2:1])=[O:33])[C:29](=[O:37])[NH:28][C:5]=2[N:6]=[C:7]([C:9]2[C:17]3[C:12](=[CH:13][C:14]([Cl:18])=[CH:15][CH:16]=3)[N:11]([CH2:19][CH2:20][C:21]([F:27])([F:26])[C:22]([F:24])([F:23])[F:25])[N:10]=2)[N:8]=1. (4) Given the reactants [CH3:1][O:2][C:3]1[CH:4]=[C:5]2[C:10](=[CH:11][C:12]=1[O:13][CH3:14])[N:9]=[CH:8][N:7]=[C:6]2[CH:15]1[CH2:20][CH2:19][N:18]([C:21](Cl)=[O:22])[CH2:17][CH2:16]1.[N:24]1([C:29]2[CH:34]=[CH:33][C:32]([NH2:35])=[CH:31][CH:30]=2)[CH:28]=[CH:27][N:26]=[CH:25]1.CCN(C(C)C)C(C)C, predict the reaction product. The product is: [N:24]1([C:29]2[CH:34]=[CH:33][C:32]([NH:35][C:21]([N:18]3[CH2:19][CH2:20][CH:15]([C:6]4[C:5]5[C:10](=[CH:11][C:12]([O:13][CH3:14])=[C:3]([O:2][CH3:1])[CH:4]=5)[N:9]=[CH:8][N:7]=4)[CH2:16][CH2:17]3)=[O:22])=[CH:31][CH:30]=2)[CH:28]=[CH:27][N:26]=[CH:25]1. (5) Given the reactants C[O:2][C:3](=[O:37])[C@H:4]([O:12][C:13]1[C:18]([CH3:19])=[CH:17][C:16]([C:20]2[C:32]3[C:31]([CH3:33])=[C:30]([CH3:34])[S:29][C:28]=3[C:27]([Br:35])=[C:26]3[C:21]=2[CH:22]=[CH:23][CH:24]=[CH:25]3)=[CH:15][C:14]=1[CH3:36])[CH2:5][C:6]1[CH:11]=[CH:10][CH:9]=[CH:8][CH:7]=1.[OH-].[K+].Cl, predict the reaction product. The product is: [Br:35][C:27]1[C:28]2[S:29][C:30]([CH3:34])=[C:31]([CH3:33])[C:32]=2[C:20]([C:16]2[CH:15]=[C:14]([CH3:36])[C:13]([O:12][C@H:4]([CH2:5][C:6]3[CH:7]=[CH:8][CH:9]=[CH:10][CH:11]=3)[C:3]([OH:37])=[O:2])=[C:18]([CH3:19])[CH:17]=2)=[C:21]2[C:26]=1[CH:25]=[CH:24][CH:23]=[CH:22]2. (6) Given the reactants [NH2:1][C:2]1[CH:31]=[CH:30][C:5]([CH2:6][C:7]2[NH:15][C:14]3[C:13](=[O:16])[N:12]([CH2:17][C:18]4[CH:23]=[CH:22][CH:21]=[CH:20][C:19]=4[F:24])[C:11](=[O:25])[N:10]([CH2:26][CH2:27][CH2:28][CH3:29])[C:9]=3[N:8]=2)=[CH:4][CH:3]=1.[F:32][C:33]([F:45])([F:44])[C:34]1[CH:35]=[C:36]([S:40](Cl)(=[O:42])=[O:41])[CH:37]=[CH:38][CH:39]=1, predict the reaction product. The product is: [CH2:26]([N:10]1[C:9]2[N:8]=[C:7]([CH2:6][C:5]3[CH:4]=[CH:3][C:2]([NH:1][S:40]([C:36]4[CH:37]=[CH:38][CH:39]=[C:34]([C:33]([F:32])([F:44])[F:45])[CH:35]=4)(=[O:42])=[O:41])=[CH:31][CH:30]=3)[NH:15][C:14]=2[C:13](=[O:16])[N:12]([CH2:17][C:18]2[CH:23]=[CH:22][CH:21]=[CH:20][C:19]=2[F:24])[C:11]1=[O:25])[CH2:27][CH2:28][CH3:29]. (7) The product is: [ClH:34].[ClH:34].[NH:22]1[CH2:23][CH:20]([N:18]2[CH:19]=[C:15]([NH:14][C:10]3[N:9]=[C:8]([N:5]4[CH2:6][CH2:7][C@:3]([CH2:32][CH3:33])([C:1]#[N:2])[C:4]4=[O:31])[CH:13]=[CH:12][N:11]=3)[CH:16]=[N:17]2)[CH2:21]1. Given the reactants [C:1]([C@@:3]1([CH2:32][CH3:33])[CH2:7][CH2:6][N:5]([C:8]2[CH:13]=[CH:12][N:11]=[C:10]([NH:14][C:15]3[CH:16]=[N:17][N:18]([CH:20]4[CH2:23][N:22](C(OC(C)(C)C)=O)[CH2:21]4)[CH:19]=3)[N:9]=2)[C:4]1=[O:31])#[N:2].[ClH:34], predict the reaction product.